From a dataset of Full USPTO retrosynthesis dataset with 1.9M reactions from patents (1976-2016). Predict the reactants needed to synthesize the given product. (1) Given the product [Si:55]([O:54][CH2:53][C@H:34]1[CH2:33][C:32]2[C:37](=[CH:38][CH:39]=[CH:40][C:31]=2/[CH:25]=[CH:24]/[C:23]([O:27][CH2:28][CH3:29])=[O:26])[C@H:36]([CH3:41])[N:35]1[C:42](=[O:52])[CH2:43][C:44]1[C:49]([Cl:50])=[CH:48][CH:47]=[CH:46][C:45]=1[Cl:51])([C:58]([CH3:61])([CH3:59])[CH3:60])([CH3:57])[CH3:56], predict the reactants needed to synthesize it. The reactants are: C1(C)C=CC=CC=1P(C1C=CC=CC=1C)C1C=CC=CC=1C.[C:23]([O:27][CH2:28][CH3:29])(=[O:26])[CH:24]=[CH2:25].Br[C:31]1[CH:40]=[CH:39][CH:38]=[C:37]2[C:32]=1[CH2:33][C@H:34]([CH2:53][O:54][Si:55]([C:58]([CH3:61])([CH3:60])[CH3:59])([CH3:57])[CH3:56])[N:35]([C:42](=[O:52])[CH2:43][C:44]1[C:49]([Cl:50])=[CH:48][CH:47]=[CH:46][C:45]=1[Cl:51])[C@H:36]2[CH3:41].C(N(CC)CC)C. (2) The reactants are: [NH2:1][CH:2]([CH2:11][C:12]1[CH:17]=[CH:16][C:15]([C:18]([F:21])([F:20])[F:19])=[CH:14][CH:13]=1)[CH:3]([C:5]1[CH:10]=[CH:9][N:8]=[CH:7][CH:6]=1)[OH:4].[F:22][C:23]1[C:32]2[C:27](=[CH:28][CH:29]=[CH:30][CH:31]=2)[C:26]([C:33](O)=[O:34])=[CH:25][CH:24]=1.Cl.C(N=C=NCCCN(C)C)C.ON1C2C=CC=CC=2N=N1. Given the product [F:22][C:23]1[C:32]2[C:27](=[CH:28][CH:29]=[CH:30][CH:31]=2)[C:26]([C:33]([NH:1][C@@H:2]([CH2:11][C:12]2[CH:17]=[CH:16][C:15]([C:18]([F:21])([F:19])[F:20])=[CH:14][CH:13]=2)[C@H:3]([OH:4])[C:5]2[CH:10]=[CH:9][N:8]=[CH:7][CH:6]=2)=[O:34])=[CH:25][CH:24]=1, predict the reactants needed to synthesize it. (3) Given the product [CH2:18]([C:21]1[CH:26]=[CH:25][CH:24]=[CH:23][C:22]=1[O:1][C@H:2]1[CH2:6][N:5]([C:7]([O:9][C:10]([CH3:11])([CH3:12])[CH3:13])=[O:8])[C@H:4]([C:14]([O:16][CH3:17])=[O:15])[CH2:3]1)[CH:19]=[CH2:20], predict the reactants needed to synthesize it. The reactants are: [OH:1][C@@H:2]1[CH2:6][N:5]([C:7]([O:9][C:10]([CH3:13])([CH3:12])[CH3:11])=[O:8])[C@H:4]([C:14]([O:16][CH3:17])=[O:15])[CH2:3]1.[CH2:18]([C:21]1[CH:26]=[CH:25][CH:24]=[CH:23][C:22]=1O)[CH:19]=[CH2:20].C1C=CC(P(C2C=CC=CC=2)C2C=CC=CC=2)=CC=1.CCOC(/N=N/C(OCC)=O)=O. (4) Given the product [Cl:1][C:2]1[CH:3]=[C:4]([CH:7]=[C:8]([OH:17])[CH:9]=1)[C:5]#[N:6], predict the reactants needed to synthesize it. The reactants are: [Cl:1][C:2]1[CH:3]=[C:4]([CH:7]=[C:8](Cl)[CH:9]=1)[C:5]#[N:6].ClCl.C[O-].[Na+].C[O:17]C. (5) Given the product [CH2:1]([C:3]1[CH:8]=[CH:7][CH:6]=[CH:5][C:4]=1[CH2:9][CH3:10])[CH3:2], predict the reactants needed to synthesize it. The reactants are: [CH2:1]([C:3]1[CH:8]=[CH:7][CH:6]=[CH:5][CH:4]=1)[CH3:2].[CH:9]1C=CC=C[CH:10]=1. (6) Given the product [ClH:45].[O:1]=[C:2]1[C@H:8]([CH2:9][C:10]([O:12][CH2:41][CH2:42][CH3:43])=[O:11])[CH2:7][C:6]2[CH:13]=[CH:14][C:15]([O:17][CH2:18][CH2:19][C:20]3[N:21]=[C:22]4[NH:27][CH2:26][CH2:25][CH2:24][N:23]4[CH:35]=3)=[CH:16][C:5]=2[CH2:4][N:3]1[CH2:36][C:37]([F:39])([F:40])[F:38], predict the reactants needed to synthesize it. The reactants are: [O:1]=[C:2]1[C@H:8]([CH2:9][C:10]([OH:12])=[O:11])[CH2:7][C:6]2[CH:13]=[CH:14][C:15]([O:17][CH2:18][CH2:19][C:20]3[N:21]=[C:22]4[N:27](C(OC(C)(C)C)=O)[CH2:26][CH2:25][CH2:24][N:23]4[CH:35]=3)=[CH:16][C:5]=2[CH2:4][N:3]1[CH2:36][C:37]([F:40])([F:39])[F:38].[CH2:41](O)[CH2:42][CH3:43].[ClH:45].O1CCOCC1. (7) Given the product [F:17][C:12]([F:18])([C:13]([F:14])([F:15])[F:16])[C:11]([F:20])([F:19])[C:10]([O:1][O:2][C:10](=[O:9])[C:11]([F:19])([F:20])[C:12]([F:17])([F:18])[C:13]([F:16])([F:15])[F:14])=[O:9], predict the reactants needed to synthesize it. The reactants are: [OH:1][OH:2].FC(F)(F)C(F)(F)C(F)(F)C([O:9][C:10](=O)[C:11]([F:20])([F:19])[C:12]([F:18])([F:17])[C:13]([F:16])([F:15])[F:14])=O. (8) Given the product [O:19]1[CH2:20][CH2:21][O:22][CH:18]1[CH2:17][NH:1][C@@H:2]1[CH2:7][CH2:6][N:5]([C:8]([O:10][C:11]([CH3:12])([CH3:14])[CH3:13])=[O:9])[CH2:4][C@@H:3]1[F:15], predict the reactants needed to synthesize it. The reactants are: [NH2:1][C@@H:2]1[CH2:7][CH2:6][N:5]([C:8]([O:10][C:11]([CH3:14])([CH3:13])[CH3:12])=[O:9])[CH2:4][C@@H:3]1[F:15].Br[CH2:17][CH:18]1[O:22][CH2:21][CH2:20][O:19]1.C(=O)([O-])[O-].[K+].[K+]. (9) Given the product [CH2:7]([CH:5]1[CH2:6][CH:4]1[OH:3])[CH2:8][CH2:9][CH:10]=[CH2:11], predict the reactants needed to synthesize it. The reactants are: C[Si](C)(C)[O:3][C@H:4]1[CH2:6][C@@H:5]1[CH2:7][CH2:8][CH2:9][CH:10]=[CH2:11].CCCC[N+](CCCC)(CCCC)CCCC.[F-].O.